Predict the product of the given reaction. From a dataset of Forward reaction prediction with 1.9M reactions from USPTO patents (1976-2016). (1) Given the reactants [OH:1][C:2]1[CH:7]=[CH:6][CH:5]=[CH:4][C:3]=1[C:8]1[N:12]=[C:11]([C:13]2[CH:18]=[CH:17][CH:16]=[CH:15][C:14]=2[OH:19])[N:10]([C:20]2[CH:28]=[CH:27][C:23]([C:24]([OH:26])=[O:25])=[CH:22][CH:21]=2)[N:9]=1.[OH-].[Na+].[Cl-].[Zn+2:32].[Cl-], predict the reaction product. The product is: [CH:5]1[CH:6]=[CH:7][C:2]([OH:1])=[C:3]([C:8]2[N:12]=[C:11]([C:13]3[CH:18]=[CH:17][CH:16]=[CH:15][C:14]=3[OH:19])[N:10]([C:20]3[CH:28]=[CH:27][C:23]([C:24]([OH:26])=[O:25])=[CH:22][CH:21]=3)[N:9]=2)[CH:4]=1.[Zn:32]. (2) Given the reactants [N:1]1([CH2:7][CH2:8][CH:9]2[CH2:14][CH2:13][N:12]([C:15]3[C:20]([NH2:21])=[CH:19][CH:18]=[CH:17][N:16]=3)[CH2:11][CH2:10]2)[CH2:6][CH2:5][CH2:4][CH2:3][CH2:2]1.[Cl:22][C:23]1[CH:24]=[C:25]([CH:29]=[CH:30][CH:31]=1)[C:26](Cl)=[O:27], predict the reaction product. The product is: [Cl:22][C:23]1[CH:24]=[C:25]([CH:29]=[CH:30][CH:31]=1)[C:26]([NH:21][C:20]1[C:15]([N:12]2[CH2:11][CH2:10][CH:9]([CH2:8][CH2:7][N:1]3[CH2:2][CH2:3][CH2:4][CH2:5][CH2:6]3)[CH2:14][CH2:13]2)=[N:16][CH:17]=[CH:18][CH:19]=1)=[O:27]. (3) Given the reactants [CH:1]1([CH2:5][C:6]2[N:7]=[C:8]([C:11]#[N:12])[S:9][CH:10]=2)[CH2:4][CH2:3][CH2:2]1.[NH2:13][OH:14].Cl.C([O-])([O-])=O.[Na+].[Na+], predict the reaction product. The product is: [CH:1]1([CH2:5][C:6]2[N:7]=[C:8]([C:11](=[N:13][OH:14])[NH2:12])[S:9][CH:10]=2)[CH2:2][CH2:3][CH2:4]1. (4) Given the reactants [O:1]=[C:2]1[NH:7][N:6]=[C:5]([C:8](O)=O)[CH:4]=[CH:3]1.[Cl:11][C:12]1[CH:13]=[C:14]([NH2:19])[C:15]([NH2:18])=[CH:16][CH:17]=1.C([O-])(O)=O.[Na+], predict the reaction product. The product is: [Cl:11][C:12]1[CH:17]=[CH:16][C:15]2[N:18]=[C:8]([C:5]3[CH:4]=[CH:3][C:2](=[O:1])[NH:7][N:6]=3)[NH:19][C:14]=2[CH:13]=1.